From a dataset of Forward reaction prediction with 1.9M reactions from USPTO patents (1976-2016). Predict the product of the given reaction. (1) Given the reactants [F:1][C:2]1[CH:3]=[CH:4][C:5]([CH3:11])=[C:6]([N:8]=[C:9]=S)[CH:7]=1.[NH2:12][C:13]1[CH:18]=[CH:17][C:16]([CH2:19][C:20]([O:22][CH3:23])=[O:21])=[CH:15][C:14]=1[OH:24], predict the reaction product. The product is: [F:1][C:2]1[CH:3]=[CH:4][C:5]([CH3:11])=[C:6]([NH:8][C:9]2[O:24][C:14]3[CH:15]=[C:16]([CH2:19][C:20]([O:22][CH3:23])=[O:21])[CH:17]=[CH:18][C:13]=3[N:12]=2)[CH:7]=1. (2) Given the reactants O.O.C([O-])(=O)C.[Li+].[Cl:8][C:9]1[CH:10]=[CH:11][C:12]2[O:17][CH2:16][C:15](C(O)=O)=[CH:14][C:13]=2[CH:21]=1.C1C(=O)N([Br:29])C(=O)C1, predict the reaction product. The product is: [Br:29][C:15]1[CH2:16][O:17][C:12]2[C:13]([CH:14]=1)=[CH:21][C:9]([Cl:8])=[CH:10][CH:11]=2. (3) Given the reactants [N:1]1[C:10]2[C@@H:9]([NH2:11])[CH2:8][CH2:7][CH2:6][C:5]=2[CH:4]=[CH:3][CH:2]=1.[CH3:12][C:13]1[C:14]([CH:20]=O)=[N:15][CH:16]=[C:17]([CH3:19])[CH:18]=1.[BH-](OC(C)=O)(OC(C)=O)OC(C)=O.[Na+], predict the reaction product. The product is: [CH3:12][C:13]1[C:14]([CH2:20][NH:11][C@@H:9]2[C:10]3[N:1]=[CH:2][CH:3]=[CH:4][C:5]=3[CH2:6][CH2:7][CH2:8]2)=[N:15][CH:16]=[C:17]([CH3:19])[CH:18]=1. (4) Given the reactants Cl[C:2]1[N:7]=[CH:6][C:5]([N:8]2[C:12]3[N:13]=[C:14]([N:42]4[CH2:47][CH2:46][O:45][CH2:44][CH2:43]4)[N:15]=[C:16]([C:17]4[CH:18]=[N:19][C:20]([N:23]([CH2:33][C:34]5[CH:39]=[CH:38][C:37]([O:40][CH3:41])=[CH:36][CH:35]=5)[CH2:24][C:25]5[CH:30]=[CH:29][C:28]([O:31][CH3:32])=[CH:27][CH:26]=5)=[N:21][CH:22]=4)[C:11]=3[CH2:10][CH2:9]2)=[CH:4][CH:3]=1.[CH3:48][N:49]([CH3:54])[CH2:50][CH2:51][NH:52][CH3:53].C(Cl)(Cl)Cl.CC(C)([O-])C.[Na+].C(N1CCN2CCN(CC(C)C)P1N(CC(C)C)CC2)C(C)C, predict the reaction product. The product is: [CH3:32][O:31][C:28]1[CH:29]=[CH:30][C:25]([CH2:24][N:23]([CH2:33][C:34]2[CH:39]=[CH:38][C:37]([O:40][CH3:41])=[CH:36][CH:35]=2)[C:20]2[N:19]=[CH:18][C:17]([C:16]3[C:11]4[CH2:10][CH2:9][N:8]([C:5]5[CH:4]=[CH:3][C:2]([N:52]([CH3:53])[CH2:51][CH2:50][N:49]([CH3:54])[CH3:48])=[N:7][CH:6]=5)[C:12]=4[N:13]=[C:14]([N:42]4[CH2:47][CH2:46][O:45][CH2:44][CH2:43]4)[N:15]=3)=[CH:22][N:21]=2)=[CH:26][CH:27]=1.